Predict the reaction yield, written as a fraction of the theoretical maximum amount of product (1.0 means a 100% yield; for example, 0.34 means a 34% yield). From a dataset of Reaction yield outcomes from USPTO patents with 853,638 reactions. (1) The reactants are [F:1][C:2]([F:28])([F:27])[C:3]1[CH:8]=[CH:7][C:6]([N:9]2[CH2:14][CH2:13][N:12]([S:15]([C:18]3[CH:19]=[C:20]4[C:24](=[CH:25][CH:26]=3)[NH:23][CH:22]=[CH:21]4)(=[O:17])=[O:16])[CH2:11][CH2:10]2)=[CH:5][CH:4]=1.C(=O)([O-])[O-].[Cs+].[Cs+].[C:35]([O:38][CH2:39]C)(=[O:37])[CH3:36]. The catalyst is C(#N)C. The product is [CH3:39][O:38][C:35](=[O:37])[CH2:36][N:23]1[C:24]2[C:20](=[CH:19][C:18]([S:15]([N:12]3[CH2:11][CH2:10][N:9]([C:6]4[CH:7]=[CH:8][C:3]([C:2]([F:27])([F:1])[F:28])=[CH:4][CH:5]=4)[CH2:14][CH2:13]3)(=[O:17])=[O:16])=[CH:26][CH:25]=2)[CH:21]=[CH:22]1. The yield is 0.990. (2) The reactants are [Cl:1][C:2]1[CH:9]=[C:8](F)[CH:7]=[CH:6][C:3]=1[C:4]#[N:5].[C:11]([C:13]1[CH:24]=[CH:23][C:16]([CH2:17][C@@H:18]([C:20]([OH:22])=[O:21])[NH2:19])=[CH:15][CH:14]=1)#[N:12].C(=O)([O-])[O-].[Cs+].[Cs+].C(OCC)(=O)C. The catalyst is CS(C)=O. The product is [Cl:1][C:2]1[CH:9]=[C:8]([NH:19][C@H:18]([C:20]([OH:22])=[O:21])[CH2:17][C:16]2[CH:15]=[CH:14][C:13]([C:11]#[N:12])=[CH:24][CH:23]=2)[CH:7]=[CH:6][C:3]=1[C:4]#[N:5]. The yield is 0.920. (3) The reactants are [C:1]([O:5][C:6]([N:8]1[CH2:13][CH2:12][N:11]([C:14]2[C:15](=[O:33])[N:16]([CH2:29][CH:30]([CH3:32])[CH3:31])[N:17]=[C:18]([C:21]3[CH:26]=[CH:25][C:24](C)=[C:23]([F:28])[CH:22]=3)[C:19]=2[CH3:20])[CH2:10][CH2:9]1)=[O:7])([CH3:4])([CH3:3])[CH3:2].[F:34]C1C=C(C2C=C(COS(C)(=O)=O)C(=O)N(CC(C)C)N=2)C=CC=1F.N1(C(OC(C)(C)C)=O)CCNCC1. No catalyst specified. The product is [C:1]([O:5][C:6]([N:8]1[CH2:9][CH2:10][N:11]([C:14]2[C:15](=[O:33])[N:16]([CH2:29][CH:30]([CH3:32])[CH3:31])[N:17]=[C:18]([C:21]3[CH:26]=[CH:25][C:24]([F:34])=[C:23]([F:28])[CH:22]=3)[C:19]=2[CH3:20])[CH2:12][CH2:13]1)=[O:7])([CH3:3])([CH3:2])[CH3:4]. The yield is 0.855. (4) The reactants are [NH:1]1[C:5]([CH2:6][N:7]([CH2:20][C:21]([F:24])([F:23])[F:22])[C:8]2[CH:15]=[CH:14][C:11]([C:12]#[N:13])=[C:10]([C:16]([F:19])([F:18])[F:17])[CH:9]=2)=[N:4][N:3]=[N:2]1.[CH3:25][Si](C=[N+]=[N-])(C)C. The catalyst is CO. The product is [CH3:25][N:3]1[N:2]=[N:1][C:5]([CH2:6][N:7]([CH2:20][C:21]([F:22])([F:23])[F:24])[C:8]2[CH:15]=[CH:14][C:11]([C:12]#[N:13])=[C:10]([C:16]([F:18])([F:19])[F:17])[CH:9]=2)=[N:4]1. The yield is 0.630. (5) The reactants are [C:1]([N:4]1[CH2:9][CH2:8][N:7]2[N:10]=[C:11]([NH:13][C:14]3[C:15](=[O:22])[N:16]([CH3:21])[CH:17]=[C:18](Br)[CH:19]=3)[CH:12]=[C:6]2[CH2:5]1)(=[O:3])[CH3:2].[C:23]([O:26][CH2:27][C:28]1[C:29]([N:37]2[CH2:48][CH2:47][N:46]3[C:39](=[CH:40][C:41]4[CH2:42][C:43]([CH3:50])([CH3:49])[CH2:44][C:45]=43)[C:38]2=[O:51])=[N:30][CH:31]=[CH:32][C:33]=1B(O)O)(=[O:25])[CH3:24].C([O-])(=O)C.[Na+].[O-]P([O-])([O-])=O.[K+].[K+].[K+]. The catalyst is C1C=CC(P(C2C=CC=CC=2)[C-]2C=CC=C2)=CC=1.C1C=CC(P(C2C=CC=CC=2)[C-]2C=CC=C2)=CC=1.Cl[Pd]Cl.[Fe+2].C(#N)C.O. The product is [C:23]([O:26][CH2:27][C:28]1[C:29]([N:37]2[CH2:48][CH2:47][N:46]3[C:39](=[CH:40][C:41]4[CH2:42][C:43]([CH3:50])([CH3:49])[CH2:44][C:45]=43)[C:38]2=[O:51])=[N:30][CH:31]=[CH:32][C:33]=1[C:18]1[CH:19]=[C:14]([NH:13][C:11]2[CH:12]=[C:6]3[CH2:5][N:4]([C:1](=[O:3])[CH3:2])[CH2:9][CH2:8][N:7]3[N:10]=2)[C:15](=[O:22])[N:16]([CH3:21])[CH:17]=1)(=[O:25])[CH3:24]. The yield is 0.560. (6) The catalyst is C(Cl)Cl.[Al]. The product is [Br:1][CH2:39][CH2:38][O:37][C:29]([C:31]1[CH:36]=[CH:35][CH:34]=[CH:33][CH:32]=1)([CH3:30])[CH3:28]. The reactants are [Br:1]N1C(=O)CCC1=O.C1(P(C2C=CC=CC=2)C2C=CC=CC=2)C=CC=CC=1.[CH3:28][C:29]([O:37][CH2:38][CH2:39]O)([C:31]1[CH:36]=[CH:35][CH:34]=[CH:33][CH:32]=1)[CH3:30]. The yield is 0.420. (7) The reactants are Br[CH2:2][C:3]([C:5]12[CH2:14][CH:9]3[CH2:10][CH:11]([CH2:13][CH:7]([CH2:8]3)[CH2:6]1)[CH2:12]2)=[O:4].[SH:15][C:16]1[N:17]([CH3:21])[CH:18]=[CH:19][N:20]=1.C(N(CC)CC)C. The catalyst is C(#N)C. The product is [C:5]12([C:3](=[O:4])[CH2:2][S:15][C:16]3[N:17]([CH3:21])[CH:18]=[CH:19][N:20]=3)[CH2:14][CH:9]3[CH2:10][CH:11]([CH2:13][CH:7]([CH2:8]3)[CH2:6]1)[CH2:12]2. The yield is 0.790. (8) The reactants are [CH2:1]([O:5][C:6]1[CH:7]=[C:8]([CH:12]=[CH:13][C:14]=1[N+:15]([O-:17])=[O:16])[C:9]([OH:11])=[O:10])[CH2:2][CH2:3][CH3:4].OS(O)(=O)=O.[CH3:23]O. No catalyst specified. The product is [CH2:1]([O:5][C:6]1[CH:7]=[C:8]([CH:12]=[CH:13][C:14]=1[N+:15]([O-:17])=[O:16])[C:9]([O:11][CH3:23])=[O:10])[CH2:2][CH2:3][CH3:4]. The yield is 0.950. (9) The reactants are [Cl:1][C:2]1[CH:24]=[C:23]([Cl:25])[CH:22]=[CH:21][C:3]=1[CH2:4][N:5]1[C:9]([CH2:10][CH2:11][C:12](OCC)=[O:13])=[CH:8][C:7]([O:17][CH2:18][O:19][CH3:20])=[N:6]1.[H-].C([Al+]CC(C)C)C(C)C.C(O)C.[Cl-].[NH4+]. The catalyst is O1CCCC1.C1(C)C=CC=CC=1. The product is [Cl:1][C:2]1[CH:24]=[C:23]([Cl:25])[CH:22]=[CH:21][C:3]=1[CH2:4][N:5]1[C:9]([CH2:10][CH2:11][CH2:12][OH:13])=[CH:8][C:7]([O:17][CH2:18][O:19][CH3:20])=[N:6]1. The yield is 0.970. (10) The reactants are [Cl:1][C:2]1[CH:10]=[CH:9][CH:8]=[CH:7][C:3]=1[C:4]([NH2:6])=[O:5].[C:11](Cl)(=[O:15])C(Cl)=O.[Cl-].[NH2:18][CH:19]1[N:23]=[C:22]2[CH:24]=[CH:25][C:26](=[S:28](=[O:30])=[O:29])[CH:27]=[C:21]2[S:20]1.[CH:31]([NH2:34])([CH3:33])[CH3:32]. The yield is 0.380. The catalyst is C1COCC1. The product is [Cl:1][C:2]1[CH:10]=[CH:9][CH:8]=[CH:7][C:3]=1[C:4]([NH:6][C:11](=[O:15])[NH:18][C:19]1[S:20][C:21]2[CH:27]=[C:26]([S:28](=[O:30])(=[O:29])[NH:34][CH:31]([CH3:33])[CH3:32])[CH:25]=[CH:24][C:22]=2[N:23]=1)=[O:5].